Dataset: NCI-60 drug combinations with 297,098 pairs across 59 cell lines. Task: Regression. Given two drug SMILES strings and cell line genomic features, predict the synergy score measuring deviation from expected non-interaction effect. Drug 2: CC1C(C(CC(O1)OC2CC(OC(C2O)C)OC3=CC4=CC5=C(C(=O)C(C(C5)C(C(=O)C(C(C)O)O)OC)OC6CC(C(C(O6)C)O)OC7CC(C(C(O7)C)O)OC8CC(C(C(O8)C)O)(C)O)C(=C4C(=C3C)O)O)O)O. Synergy scores: CSS=44.2, Synergy_ZIP=-6.53, Synergy_Bliss=-6.15, Synergy_Loewe=-16.3, Synergy_HSA=-3.89. Cell line: HCT-15. Drug 1: CC1CCC2CC(C(=CC=CC=CC(CC(C(=O)C(C(C(=CC(C(=O)CC(OC(=O)C3CCCCN3C(=O)C(=O)C1(O2)O)C(C)CC4CCC(C(C4)OC)OCCO)C)C)O)OC)C)C)C)OC.